From a dataset of Merck oncology drug combination screen with 23,052 pairs across 39 cell lines. Regression. Given two drug SMILES strings and cell line genomic features, predict the synergy score measuring deviation from expected non-interaction effect. Drug 1: O=C(CCCCCCC(=O)Nc1ccccc1)NO. Drug 2: CNC(=O)c1cc(Oc2ccc(NC(=O)Nc3ccc(Cl)c(C(F)(F)F)c3)cc2)ccn1. Cell line: T47D. Synergy scores: synergy=1.29.